Dataset: Full USPTO retrosynthesis dataset with 1.9M reactions from patents (1976-2016). Task: Predict the reactants needed to synthesize the given product. Given the product [F:28][C:29]1[CH:30]=[C:31]2[C:36](=[CH:37][CH:38]=1)[N:35]([CH2:18][CH2:19][CH2:20][NH:21][CH2:22][C@@H:12]1[O:26][C:16]3=[C:17]4[C:22](=[CH:23][CH:24]=[C:15]3[O:14][CH2:13]1)[N:21]=[C:20]([CH3:25])[CH:19]=[CH:18]4)[CH2:34][CH2:33][CH2:32]2, predict the reactants needed to synthesize it. The reactants are: C(OC(=O)N([CH:12]1[O:26][C:16]2=[C:17]3[C:22](=[CH:23][CH:24]=[C:15]2[O:14][CH2:13]1)[N:21]=[C:20]([CH3:25])[CH:19]=[CH:18]3)CCC=O)(C)(C)C.[F:28][C:29]1[CH:30]=[C:31]2[C:36](=[CH:37][CH:38]=1)[NH:35][CH2:34][CH2:33][CH2:32]2.